From a dataset of Reaction yield outcomes from USPTO patents with 853,638 reactions. Predict the reaction yield, written as a fraction of the theoretical maximum amount of product (1.0 means a 100% yield; for example, 0.34 means a 34% yield). (1) The reactants are [N:1]12[CH2:8][CH2:7][C:4]([C:9]([C:17]3[CH:22]=[CH:21][CH:20]=[CH:19][CH:18]=3)([C:11]3[CH:16]=[CH:15][CH:14]=[CH:13][CH:12]=3)[OH:10])([CH2:5][CH2:6]1)[CH2:3][CH2:2]2.[Br:23][CH2:24][C:25]([C:27]1[CH:32]=[CH:31][CH:30]=[CH:29][CH:28]=1)=[O:26]. The catalyst is CC#N. The product is [Br-:23].[OH:10][C:9]([C:17]1[CH:22]=[CH:21][CH:20]=[CH:19][CH:18]=1)([C:11]1[CH:12]=[CH:13][CH:14]=[CH:15][CH:16]=1)[C:4]12[CH2:5][CH2:6][N+:1]([CH2:24][C:25](=[O:26])[C:27]3[CH:32]=[CH:31][CH:30]=[CH:29][CH:28]=3)([CH2:2][CH2:3]1)[CH2:8][CH2:7]2. The yield is 0.430. (2) The reactants are [F:1][C:2]1[C:24]([F:25])=[CH:23][CH:22]=[CH:21][C:3]=1[CH2:4][N:5]1[C:9]2=[N:10][C:11]([CH3:20])=[C:12]([C:15]([O:17][CH2:18][CH3:19])=[O:16])[C:13]([OH:14])=[C:8]2[CH2:7][CH2:6]1. The catalyst is C1C=CC=CC=1.[O-2].[O-2].[Mn+4]. The product is [F:1][C:2]1[C:24]([F:25])=[CH:23][CH:22]=[CH:21][C:3]=1[CH2:4][N:5]1[C:9]2=[N:10][C:11]([CH3:20])=[C:12]([C:15]([O:17][CH2:18][CH3:19])=[O:16])[C:13]([OH:14])=[C:8]2[CH:7]=[CH:6]1. The yield is 0.870. (3) The reactants are [CH3:1][N:2]1[C:10]2[C:5](=[CH:6][CH:7]=[CH:8][CH:9]=2)[C:4]([C:11]([OH:13])=O)=[CH:3]1.[NH2:14][C:15]1[CH:20]=[CH:19][C:18]([CH2:21][C:22]([O:24][CH3:25])=[O:23])=[CH:17][C:16]=1O.B(O)(O)O. The catalyst is C1(C)C(C)=CC=CC=1. The product is [CH3:1][N:2]1[C:10]2[C:5](=[CH:6][CH:7]=[CH:8][CH:9]=2)[C:4]([C:11]2[O:13][C:16]3[CH:17]=[C:18]([CH2:21][C:22]([O:24][CH3:25])=[O:23])[CH:19]=[CH:20][C:15]=3[N:14]=2)=[CH:3]1. The yield is 0.110. (4) The reactants are [CH3:1][O-:2].[Na+].C[OH:5].C(C1CN([C:12](=[O:47])[C@H:13]([NH:17][C:18]([C:20]2[C:28]3[C:23](=[N:24][CH:25]=[C:26]([C:29]4[S:37][C:36]5[C:31](=[N:32][CH:33]=[CH:34][C:35]=5Cl)[CH:30]=4)[N:27]=3)[N:22]([CH2:39][O:40][CH2:41][CH2:42][Si:43]([CH3:46])([CH3:45])[CH3:44])[CH:21]=2)=[O:19])[CH:14]2[CH2:16][CH2:15]2)C1)#N. No catalyst specified. The product is [CH:14]1([C@@H:13]([NH:17][C:18]([C:20]2[C:28]3[C:23](=[N:24][CH:25]=[C:26]([C:29]4[S:37][C:36]5[C:31](=[N:32][CH:33]=[CH:34][C:35]=5[O:2][CH3:1])[CH:30]=4)[N:27]=3)[N:22]([CH2:39][O:40][CH2:41][CH2:42][Si:43]([CH3:46])([CH3:44])[CH3:45])[CH:21]=2)=[O:19])[C:12]([OH:5])=[O:47])[CH2:15][CH2:16]1. The yield is 0.570. (5) The reactants are [C:1]1([C:21]2[CH:26]=[CH:25][CH:24]=[CH:23][CH:22]=2)[CH:6]=[CH:5][C:4]([CH2:7][C:8]2[C:12]3[NH:13][C:14]([C:16]([O:18]CC)=[O:17])=[CH:15][C:11]=3[CH2:10][CH:9]=2)=[CH:3][CH:2]=1.[OH-].[Na+]. No catalyst specified. The product is [C:1]1([C:21]2[CH:26]=[CH:25][CH:24]=[CH:23][CH:22]=2)[CH:2]=[CH:3][C:4]([CH2:7][CH:8]2[C:12]3[NH:13][C:14]([C:16]([OH:18])=[O:17])=[CH:15][C:11]=3[CH2:10][CH2:9]2)=[CH:5][CH:6]=1. The yield is 0.500. (6) The reactants are [O:1]=[C:2]1[CH:7]=[CH:6][N:5]([C:8]2[CH:13]=[CH:12][CH:11]=[C:10]([C:14]([F:17])([F:16])[F:15])[CH:9]=2)[N:4]=[C:3]1[C:18]([NH:20][C:21]1[CH:26]=[CH:25][CH:24]=[CH:23][CH:22]=1)=O.[NH:27]1[C:31]2[CH:32]=[CH:33][CH:34]=[CH:35][C:30]=2[N:29]=[N:28]1.S(Cl)(Cl)=O. The catalyst is C(Cl)Cl. The product is [N:27]1([C:18](=[N:20][C:21]2[CH:26]=[CH:25][CH:24]=[CH:23][CH:22]=2)[C:3]2[C:2](=[O:1])[CH:7]=[CH:6][N:5]([C:8]3[CH:13]=[CH:12][CH:11]=[C:10]([C:14]([F:17])([F:15])[F:16])[CH:9]=3)[N:4]=2)[C:31]2[CH:32]=[CH:33][CH:34]=[CH:35][C:30]=2[N:29]=[N:28]1. The yield is 0.580.